Predict the reaction yield, written as a fraction of the theoretical maximum amount of product (1.0 means a 100% yield; for example, 0.34 means a 34% yield). From a dataset of Reaction yield outcomes from USPTO patents with 853,638 reactions. The reactants are Br[C:2]1[C:13]2[O:12][C:9]3([CH2:11][CH2:10]3)[C:8](=[O:14])[NH:7][C:6]=2[CH:5]=[CH:4][CH:3]=1.[CH3:15][N:16]1[CH:21]=[C:20](B2OC(C)(C)C(C)(C)O2)[C:19]2[CH:31]=[CH:32][N:33]([S:34]([C:37]3[CH:42]=[CH:41][C:40]([CH3:43])=[CH:39][CH:38]=3)(=[O:36])=[O:35])[C:18]=2[C:17]1=[O:44].[F-].[Cs+].C(OCC)(=O)C. The catalyst is C(O)CCC.O.C(P(C(C)(C)C)C1C=CC(N(C)C)=CC=1)(C)(C)C.Cl[Pd]Cl. The product is [CH3:15][N:16]1[CH:21]=[C:20]([C:2]2[C:13]3[O:12][C:9]4([CH2:11][CH2:10]4)[C:8](=[O:14])[NH:7][C:6]=3[CH:5]=[CH:4][CH:3]=2)[C:19]2[CH:31]=[CH:32][N:33]([S:34]([C:37]3[CH:42]=[CH:41][C:40]([CH3:43])=[CH:39][CH:38]=3)(=[O:36])=[O:35])[C:18]=2[C:17]1=[O:44]. The yield is 0.630.